This data is from Reaction yield outcomes from USPTO patents with 853,638 reactions. The task is: Predict the reaction yield, written as a fraction of the theoretical maximum amount of product (1.0 means a 100% yield; for example, 0.34 means a 34% yield). The reactants are [Br:1][C:2]1[CH:3]=[C:4]([N:13]([CH:19]2[CH2:24][CH2:23][O:22][CH2:21][CH2:20]2)[CH2:14][C:15]([F:18])([F:17])[F:16])[C:5]([CH3:12])=[C:6]([CH:11]=1)[C:7](OC)=[O:8].CN(C(ON1N=NC2C=CC=NC1=2)=[N+](C)C)C.F[P-](F)(F)(F)(F)F.CCN(C(C)C)C(C)C.[NH2:58][CH2:59][C:60]1[C:61](=[O:68])[NH:62][C:63]([CH3:67])=[CH:64][C:65]=1[CH3:66]. The catalyst is CN(C=O)C. The product is [Br:1][C:2]1[CH:3]=[C:4]([N:13]([CH:19]2[CH2:20][CH2:21][O:22][CH2:23][CH2:24]2)[CH2:14][C:15]([F:16])([F:17])[F:18])[C:5]([CH3:12])=[C:6]([CH:11]=1)[C:7]([NH:58][CH2:59][C:60]1[C:61](=[O:68])[NH:62][C:63]([CH3:67])=[CH:64][C:65]=1[CH3:66])=[O:8]. The yield is 0.740.